Dataset: Catalyst prediction with 721,799 reactions and 888 catalyst types from USPTO. Task: Predict which catalyst facilitates the given reaction. (1) Product: [NH2:39][C:40]1[O:44][C:43]([C:45]2[CH:50]=[C:49]([C:2]3[C:10]4[C:9]([NH:11][C@H:12]([C:14]5[N:19]([C:20]6[CH:25]=[CH:24][CH:23]=[CH:22][CH:21]=6)[C:18](=[O:26])[C:17]6=[C:27]([CH3:30])[CH:28]=[CH:29][N:16]6[N:15]=5)[CH3:13])=[N:8][CH:7]=[N:6][C:5]=4[N:4]([CH2:31][O:32][CH2:33][CH2:34][Si:35]([CH3:38])([CH3:37])[CH3:36])[CH:3]=3)[CH:48]=[C:47]([OH:60])[CH:46]=2)=[N:42][N:41]=1. Reactant: Br[C:2]1[C:10]2[C:9]([NH:11][C@H:12]([C:14]3[N:19]([C:20]4[CH:25]=[CH:24][CH:23]=[CH:22][CH:21]=4)[C:18](=[O:26])[C:17]4=[C:27]([CH3:30])[CH:28]=[CH:29][N:16]4[N:15]=3)[CH3:13])=[N:8][CH:7]=[N:6][C:5]=2[N:4]([CH2:31][O:32][CH2:33][CH2:34][Si:35]([CH3:38])([CH3:37])[CH3:36])[CH:3]=1.[NH2:39][C:40]1[O:44][C:43]([C:45]2[CH:46]=[C:47]([OH:60])[CH:48]=[C:49](B3OC(C)(C)C(C)(C)O3)[CH:50]=2)=[N:42][N:41]=1.C(=O)([O-])[O-].[Na+].[Na+]. The catalyst class is: 73. (2) Reactant: C([O:4][C@@H:5]([CH3:37])[C:6]([N:8]1[CH2:13][CH2:12][CH:11]([CH2:14][CH2:15][N:16]2[C:24]([S:25][C:26]3[S:27][C:28]4[C:34]([Cl:35])=[CH:33][CH:32]=[CH:31][C:29]=4[N:30]=3)=[N:23][C:22]3[C:17]2=[N:18][CH:19]=[N:20][C:21]=3[NH2:36])[CH2:10][CH2:9]1)=[O:7])(=O)C.C([O-])([O-])=O.[K+].[K+]. Product: [NH2:36][C:21]1[N:20]=[CH:19][N:18]=[C:17]2[C:22]=1[N:23]=[C:24]([S:25][C:26]1[S:27][C:28]3[C:34]([Cl:35])=[CH:33][CH:32]=[CH:31][C:29]=3[N:30]=1)[N:16]2[CH2:15][CH2:14][CH:11]1[CH2:10][CH2:9][N:8]([C:6](=[O:7])[C@@H:5]([OH:4])[CH3:37])[CH2:13][CH2:12]1. The catalyst class is: 5.